Dataset: Full USPTO retrosynthesis dataset with 1.9M reactions from patents (1976-2016). Task: Predict the reactants needed to synthesize the given product. (1) The reactants are: C(ON=O)(C)(C)C.N[CH:9]1[N:34]([C:35]#[N:36])[CH:12]2[CH:13]([C:23]3[CH:28]=[C:27]([O:29][CH3:30])[C:26]([O:31][CH3:32])=[C:25]([Br:33])[CH:24]=3)[CH:14]=[C:15]3[C:20]([O:19][C:18](=[O:21])[C:17]([CH3:22])=[CH:16]3)=[C:11]2[O:10]1.[BH4-].[Na+].CCOC(C)=O. Given the product [Br:33][C:25]1[CH:24]=[C:23]([CH:13]2[CH:12]3[N:34]([C:35]#[N:36])[CH2:9][O:10][C:11]3=[C:20]3[C:15]([CH:16]=[C:17]([CH3:22])[C:18](=[O:21])[O:19]3)=[CH:14]2)[CH:28]=[C:27]([O:29][CH3:30])[C:26]=1[O:31][CH3:32], predict the reactants needed to synthesize it. (2) Given the product [Br:1][C:2]1[CH:9]=[C:8]([Cl:10])[CH:7]=[CH:6][C:3]=1[CH2:4][NH2:5], predict the reactants needed to synthesize it. The reactants are: [Br:1][C:2]1[CH:9]=[C:8]([Cl:10])[CH:7]=[CH:6][C:3]=1[C:4]#[N:5].Cl.[OH-].[Na+].